From a dataset of Peptide-MHC class I binding affinity with 185,985 pairs from IEDB/IMGT. Regression. Given a peptide amino acid sequence and an MHC pseudo amino acid sequence, predict their binding affinity value. This is MHC class I binding data. (1) The MHC is HLA-A01:01 with pseudo-sequence HLA-A01:01. The peptide sequence is FSNSGADVLY. The binding affinity (normalized) is 0.748. (2) The peptide sequence is NPKLRNCRI. The MHC is HLA-B08:02 with pseudo-sequence HLA-B08:02. The binding affinity (normalized) is 0.268. (3) The peptide sequence is IRSCWRYRK. The MHC is HLA-B44:02 with pseudo-sequence HLA-B44:02. The binding affinity (normalized) is 0.0847. (4) The peptide sequence is MLKLRVDVF. The MHC is HLA-B46:01 with pseudo-sequence HLA-B46:01. The binding affinity (normalized) is 0.0847. (5) The peptide sequence is VTPEYIKDL. The MHC is HLA-A02:02 with pseudo-sequence HLA-A02:02. The binding affinity (normalized) is 0.116.